Dataset: TCR-epitope binding with 47,182 pairs between 192 epitopes and 23,139 TCRs. Task: Binary Classification. Given a T-cell receptor sequence (or CDR3 region) and an epitope sequence, predict whether binding occurs between them. (1) The epitope is SLYNTVATL. The TCR CDR3 sequence is CASSLVPSDQETQYF. Result: 0 (the TCR does not bind to the epitope). (2) The epitope is KPLEFGATSAAL. The TCR CDR3 sequence is CASSADGTYNEQFF. Result: 1 (the TCR binds to the epitope). (3) The epitope is TLIGDCATV. The TCR CDR3 sequence is CASSYARGEPKETQYF. Result: 1 (the TCR binds to the epitope). (4) The epitope is FVDGVPFVV. Result: 1 (the TCR binds to the epitope). The TCR CDR3 sequence is CASSLMDVYNEQFF. (5) The TCR CDR3 sequence is CASSMGTGFFMNTEAFF. The epitope is LLWNGPMAV. Result: 0 (the TCR does not bind to the epitope). (6) The epitope is KAYNVTQAF. The TCR CDR3 sequence is CASSRGGPGQYF. Result: 1 (the TCR binds to the epitope).